From a dataset of Full USPTO retrosynthesis dataset with 1.9M reactions from patents (1976-2016). Predict the reactants needed to synthesize the given product. (1) Given the product [C:1]([C:13]1([OH:16])[CH2:14][CH2:15][O:10][CH2:11][CH2:12]1)#[CH:2], predict the reactants needed to synthesize it. The reactants are: [C:1]([Mg]Cl)#[CH:2].O1CCCC1.[O:10]1[CH2:15][CH2:14][C:13](=[O:16])[CH2:12][CH2:11]1.[Cl-].[NH4+]. (2) Given the product [NH:7]([C:14]1[C:19]([Br:20])=[CH:18][N:17]=[C:16]([NH:21][C:22]2[CH:27]=[CH:26][CH:25]=[C:24]([O:28][CH2:30][CH:31]3[CH2:36][CH2:35][CH2:34][N:33]([CH3:37])[CH2:32]3)[CH:23]=2)[N:15]=1)[C:8]1[CH:13]=[CH:12][CH:11]=[CH:10][CH:9]=1, predict the reactants needed to synthesize it. The reactants are: C(=O)([O-])[O-].[K+].[K+].[NH:7]([C:14]1[C:19]([Br:20])=[CH:18][N:17]=[C:16]([NH:21][C:22]2[CH:27]=[CH:26][CH:25]=[C:24]([OH:28])[CH:23]=2)[N:15]=1)[C:8]1[CH:13]=[CH:12][CH:11]=[CH:10][CH:9]=1.Cl[CH2:30][CH:31]1[CH2:36][CH2:35][CH2:34][N:33]([CH3:37])[CH2:32]1. (3) Given the product [CH3:27][C:24]1[CH:23]=[CH:22][C:21]([S:18]([O:17][CH2:16][C@@H:12]([OH:13])[C@H:12]([OH:13])[CH2:16][O:17][S:18]([C:21]2[CH:22]=[CH:23][C:24]([CH3:27])=[CH:25][CH:26]=2)(=[O:19])=[O:20])(=[O:19])=[O:20])=[CH:26][CH:25]=1, predict the reactants needed to synthesize it. The reactants are: CC1C=CC(S(O[C@@H:12]2[C@H:16]([O:17][S:18]([C:21]3[CH:26]=[CH:25][C:24]([CH3:27])=[CH:23][CH:22]=3)(=[O:20])=[O:19])OC(C)(C)[O:13]2)(=O)=O)=CC=1. (4) The reactants are: Br[C:2]1[CH:7]=[C:6]([N+:8]([O-:10])=[O:9])[CH:5]=[C:4]([N+:11]([O-:13])=[O:12])[CH:3]=1.[F:14][CH:15]([F:27])[C@@H:16]([C:18]1[CH:23]=[CH:22][C:21](B(O)O)=[CH:20][CH:19]=1)[OH:17].C(=O)([O-])[O-].[Na+].[Na+]. Given the product [N+:11]([C:4]1[CH:3]=[C:2]([C:21]2[CH:20]=[CH:19][C:18]([C@@H:16]([OH:17])[CH:15]([F:27])[F:14])=[CH:23][CH:22]=2)[CH:7]=[C:6]([N+:8]([O-:10])=[O:9])[CH:5]=1)([O-:13])=[O:12], predict the reactants needed to synthesize it. (5) Given the product [CH2:40]([N:44]([CH3:49])[CH2:45][CH2:46][O:10][C:8]1[CH:7]=[CH:6][C:36]([CH2:37][CH2:32][CH2:31][NH:3][C:4]2[CH:9]=[C:8]([O:10][CH3:11])[C:7]([O:12][CH3:13])=[CH:6][C:5]=2[CH:14]2[CH2:23][CH2:22][C:21]3[CH:20]=[C:19]([OH:24])[CH:18]=[CH:17][C:16]=3[CH2:15]2)=[CH:35][CH:34]=1)[CH2:41][CH2:42][CH3:43], predict the reactants needed to synthesize it. The reactants are: C([N:3]([C:31](=O)[C:32]1[CH:37]=[CH:36][C:35](O)=[CH:34]C=1)[C:4]1[CH:9]=[C:8]([O:10][CH3:11])[C:7]([O:12][CH3:13])=[CH:6][C:5]=1[CH:14]1[CH2:23][CH2:22][C:21]2[CH:20]=[C:19]([O:24]C(=O)C(C)(C)C)[CH:18]=[CH:17][C:16]=2[CH2:15]1)C.[CH2:40]([N:44]([CH3:49])[C:45](=O)[CH2:46]Cl)[CH2:41][CH2:42][CH3:43]. (6) Given the product [Cl:19][CH:5]([C:6]([C:8]1[CH:13]=[CH:12][CH:11]=[CH:10][C:9]=1[Cl:14])=[O:7])[C:4]([O:3][CH2:1][CH3:2])=[O:15], predict the reactants needed to synthesize it. The reactants are: [CH2:1]([O:3][C:4](=[O:15])[CH2:5][C:6]([C:8]1[CH:13]=[CH:12][CH:11]=[CH:10][C:9]=1[Cl:14])=[O:7])[CH3:2].S(Cl)([Cl:19])(=O)=O. (7) Given the product [N:30]1([CH2:37][CH2:38][C:39]2[CH:47]=[CH:46][C:42]([CH2:43][CH2:2][CH2:1][NH:3][C:4]3[CH:9]=[CH:8][C:7]([O:10][CH3:11])=[CH:6][C:5]=3[CH:12]3[CH2:21][CH2:20][C:19]4[CH:18]=[C:17]([OH:22])[CH:16]=[CH:15][C:14]=4[CH2:13]3)=[CH:41][CH:40]=2)[CH2:36][CH2:35][CH2:34][CH2:33][CH2:32][CH2:31]1, predict the reactants needed to synthesize it. The reactants are: [CH2:1]([NH:3][C:4]1[CH:9]=[CH:8][C:7]([O:10][CH3:11])=[CH:6][C:5]=1[CH:12]1[CH2:21][CH2:20][C:19]2[CH:18]=[C:17]([O:22]C(=O)C(C)(C)C)[CH:16]=[CH:15][C:14]=2[CH2:13]1)[CH3:2].Cl.[N:30]1([CH2:37][CH2:38][C:39]2[CH:47]=[CH:46][C:42]([C:43](O)=O)=[CH:41][CH:40]=2)[CH2:36][CH2:35][CH2:34][CH2:33][CH2:32][CH2:31]1.